Dataset: Full USPTO retrosynthesis dataset with 1.9M reactions from patents (1976-2016). Task: Predict the reactants needed to synthesize the given product. The reactants are: [CH3:1][O:2][C:3]1[CH:4]=[C:5]2[C:10](=[CH:11][C:12]=1[O:13][CH3:14])[N:9]=[CH:8][CH:7]=[C:6]2[O:15][C:16]1[C:22]([CH3:23])=[CH:21][C:19]([NH2:20])=[C:18]([CH3:24])[CH:17]=1.Cl[C:26](Cl)([O:28]C(=O)OC(Cl)(Cl)Cl)Cl.[CH3:37][CH2:38][CH:39]([OH:43])[CH2:40][C:41]#[CH:42].C(=O)(O)[O-].[Na+]. Given the product [CH3:1][O:2][C:3]1[CH:4]=[C:5]2[C:10](=[CH:11][C:12]=1[O:13][CH3:14])[N:9]=[CH:8][CH:7]=[C:6]2[O:15][C:16]1[C:22]([CH3:23])=[CH:21][C:19]([NH:20][C:26](=[O:28])[O:43][CH:39]([CH2:38][CH3:37])[CH2:40][C:41]#[CH:42])=[C:18]([CH3:24])[CH:17]=1, predict the reactants needed to synthesize it.